This data is from Reaction yield outcomes from USPTO patents with 853,638 reactions. The task is: Predict the reaction yield, written as a fraction of the theoretical maximum amount of product (1.0 means a 100% yield; for example, 0.34 means a 34% yield). (1) The reactants are Cl.Cl[C:3]1[N:8]=[CH:7][C:6]([CH2:9][O:10][C:11]2[CH:20]=[C:19]3[C:14]([C:15]([N:22]4[CH2:26][CH2:25][CH2:24][CH2:23]4)=[CH:16][C:17]([CH3:21])=[N:18]3)=[CH:13][CH:12]=2)=[CH:5][CH:4]=1.C1C=CC(P(C2C(C3C(P(C4C=CC=CC=4)C4C=CC=CC=4)=CC=C4C=3C=CC=C4)=C3C(C=CC=C3)=CC=2)C2C=CC=CC=2)=CC=1.[NH:73]1[CH2:77][CH2:76][CH2:75][CH2:74]1. The catalyst is C1(C)C=CC=CC=1.C(Cl)Cl. The product is [CH3:21][C:17]1[CH:16]=[C:15]([N:22]2[CH2:26][CH2:25][CH2:24][CH2:23]2)[C:14]2[C:19](=[CH:20][C:11]([O:10][CH2:9][C:6]3[CH:7]=[N:8][C:3]([N:73]4[CH2:77][CH2:76][CH2:75][CH2:74]4)=[CH:4][CH:5]=3)=[CH:12][CH:13]=2)[N:18]=1. The yield is 0.840. (2) The reactants are [CH3:1][Si:2]([CH3:19])([CH3:18])[CH2:3][CH2:4][O:5][CH2:6][N:7]1[C:11]2[CH:12]=[CH:13][CH:14]=[CH:15][C:10]=2[N:9]=[C:8]1[CH2:16][OH:17]. The catalyst is C(Cl)Cl.O=[Mn]=O. The product is [CH3:1][Si:2]([CH3:19])([CH3:18])[CH2:3][CH2:4][O:5][CH2:6][N:7]1[C:11]2[CH:12]=[CH:13][CH:14]=[CH:15][C:10]=2[N:9]=[C:8]1[CH:16]=[O:17]. The yield is 0.550. (3) The reactants are [N:1]1[C:10]2[C:5](=[CH:6][CH:7]=[CH:8][C:9]=2[OH:11])[CH:4]=[CH:3][CH:2]=1.C(Cl)Cl.C(N(CC)CC)C.[F:22][C:23]([F:36])([F:35])[S:24](O[S:24]([C:23]([F:36])([F:35])[F:22])(=[O:26])=[O:25])(=[O:26])=[O:25]. The catalyst is C(OCC)C.O. The product is [F:22][C:23]([F:36])([F:35])[S:24]([O:11][C:9]1[CH:8]=[CH:7][CH:6]=[C:5]2[C:10]=1[N:1]=[CH:2][CH:3]=[CH:4]2)(=[O:26])=[O:25]. The yield is 0.910. (4) The reactants are [O:1]1[CH:5]=[CH:4][CH:3]=[C:2]1[C:6]([N:8]1[C:17]2[C:12](=[CH:13][CH:14]=[CH:15][CH:16]=2)[C@H:11]([NH:18][C:19]2[CH:24]=[CH:23][CH:22]=[CH:21][CH:20]=2)[CH2:10][C@@H:9]1[CH3:25])=[O:7].C(N(C(C)C)CC)(C)C.[C:35](Cl)(=[O:37])[CH3:36].O. The catalyst is C(Cl)Cl. The product is [O:1]1[CH:5]=[CH:4][CH:3]=[C:2]1[C:6]([N:8]1[C:17]2[C:12](=[CH:13][CH:14]=[CH:15][CH:16]=2)[C@H:11]([N:18]([C:19]2[CH:24]=[CH:23][CH:22]=[CH:21][CH:20]=2)[C:35](=[O:37])[CH3:36])[CH2:10][C@@H:9]1[CH3:25])=[O:7]. The yield is 0.570. (5) The product is [CH3:1][O:2][C:3](=[O:15])[C:4]1[CH:9]=[C:8]([I:16])[C:7]([C:10]([F:13])([F:12])[F:11])=[CH:6][C:5]=1[NH2:14]. The yield is 0.830. The reactants are [CH3:1][O:2][C:3](=[O:15])[C:4]1[CH:9]=[CH:8][C:7]([C:10]([F:13])([F:12])[F:11])=[CH:6][C:5]=1[NH2:14].[I:16]I. The catalyst is CCO.S([O-])([O-])(=O)=O.[Ag+2]. (6) The reactants are [CH3:1][C:2]1[CH:9]=[C:8]([C:10]([F:13])([F:12])[F:11])[C:5]([C:6]#[N:7])=[CH:4][N:3]=1.[OH-].[NH4+].CCN(C(C)C)C(C)C.[O:25](C(OC(C)(C)C)=O)[C:26]([O:28][C:29]([CH3:32])([CH3:31])[CH3:30])=O. The catalyst is CO.[Ni].C(Cl)Cl. The product is [C:29]([O:28][C:26](=[O:25])[NH:7][CH2:6][C:5]1[CH:4]=[N:3][C:2]([CH3:1])=[CH:9][C:8]=1[C:10]([F:11])([F:13])[F:12])([CH3:32])([CH3:31])[CH3:30]. The yield is 0.900. (7) The reactants are [OH:1][C:2]1[CH:7]=[C:6]([OH:8])[CH:5]=[C:4]([OH:9])[C:3]=1[C:10](=[O:12])[CH3:11].C(=O)([O-])[O-].[K+].[K+].[CH2:19](Cl)[C:20]1[CH:25]=[CH:24][CH:23]=[CH:22][CH:21]=1. No catalyst specified. The product is [CH2:19]([O:8][C:6]1[CH:7]=[C:2]([O:1][CH2:10][C:3]2[CH:4]=[CH:5][CH:6]=[CH:7][CH:2]=2)[C:3]([C:10](=[O:12])[CH3:11])=[C:4]([OH:9])[CH:5]=1)[C:20]1[CH:25]=[CH:24][CH:23]=[CH:22][CH:21]=1. The yield is 0.665. (8) The reactants are Cl[C:2]1N=[CH:4][C:5]([C:8]([O:10][CH3:11])=[O:9])=[N:6][CH:7]=1.[C:12](=O)([O-])[O-].[Cs+].[Cs+].[F:18][C:19]([F:23])([F:22])[CH2:20][OH:21].O. The catalyst is CN(C=O)C. The product is [F:18][C:19]([F:23])([F:22])[CH2:20][O:21][C:2]1[CH:12]=[CH:4][C:5]([C:8]([O:10][CH3:11])=[O:9])=[N:6][CH:7]=1. The yield is 0.930. (9) The reactants are Cl[C:2]1[N:9]=[CH:8][C:7]([F:10])=[CH:6][C:3]=1[C:4]#[N:5].[F:11][C:12]1[CH:17]=[CH:16][C:15](B(O)O)=[CH:14][CH:13]=1. No catalyst specified. The product is [F:10][C:7]1[CH:8]=[N:9][C:2]([C:15]2[CH:16]=[CH:17][C:12]([F:11])=[CH:13][CH:14]=2)=[C:3]([CH:6]=1)[C:4]#[N:5]. The yield is 0.680.